This data is from Forward reaction prediction with 1.9M reactions from USPTO patents (1976-2016). The task is: Predict the product of the given reaction. (1) Given the reactants [CH2:1]([N:8]1[C:17]2[C:12](=[CH:13][C:14]([C:18]([F:21])([F:20])[F:19])=[CH:15][CH:16]=2)[CH2:11][CH:10]([NH:22]C(=O)OCC2C=CC=CC=2)[CH2:9]1)[C:2]1[CH:7]=[CH:6][CH:5]=[CH:4][CH:3]=1, predict the reaction product. The product is: [CH2:1]([N:8]1[C:17]2[C:12](=[CH:13][C:14]([C:18]([F:21])([F:19])[F:20])=[CH:15][CH:16]=2)[CH2:11][CH:10]([NH2:22])[CH2:9]1)[C:2]1[CH:3]=[CH:4][CH:5]=[CH:6][CH:7]=1. (2) The product is: [Br:18][C:19]1[CH:20]=[CH:21][C:22]([CH:25]([F:30])[CH2:26][OH:27])=[CH:23][CH:24]=1. Given the reactants COC(=O)CC1C=CC(CN2CCCC2)=CC=1.[Br:18][C:19]1[CH:24]=[CH:23][C:22]([CH:25]([F:30])[C:26](OC)=[O:27])=[CH:21][CH:20]=1, predict the reaction product. (3) Given the reactants BrCBr.[C:4](Cl)(=[O:6])[CH3:5].[CH3:8][C:9](=[CH:11][CH2:12][CH2:13]/[C:14](=[CH:16]/CO)/[CH3:15])[CH3:10].OC/[CH:16]=[C:14](/[CH3:15])\[CH2:13][CH2:12][CH:11]=[C:9]([CH3:10])[CH3:8].[Cl-].[NH4+], predict the reaction product. The product is: [CH3:15][C:14]1([CH2:13][CH2:12][CH:11]=[C:9]([CH3:10])[CH3:8])[CH2:16][CH:5]1[CH2:4][OH:6]. (4) Given the reactants [CH3:1][C:2]1[NH:3][C:4](=[O:23])[N:5]([C:16]2[CH:17]=[C:18]([CH3:22])[CH:19]=[CH:20][CH:21]=2)[C:6]=1[C:7]1[CH:8]=[CH:9][C:10]2[N:11]([N:13]=[CH:14][N:15]=2)[CH:12]=1.CN(C)C=O.CC(C)([O-])C.[K+].Br[CH2:36][C:37]1[CH:42]=[CH:41][CH:40]=[CH:39][N:38]=1.Br, predict the reaction product. The product is: [N:15]1[CH:14]=[N:13][N:11]2[CH:12]=[C:7]([C:6]3[N:5]([C:16]4[CH:17]=[C:18]([CH3:22])[CH:19]=[CH:20][CH:21]=4)[C:4](=[O:23])[N:3]([CH2:36][C:37]4[CH:42]=[CH:41][CH:40]=[CH:39][N:38]=4)[C:2]=3[CH3:1])[CH:8]=[CH:9][C:10]=12. (5) Given the reactants [NH2:1][C:2]1[CH:20]=[CH:19][CH:18]=[CH:17][C:3]=1[CH2:4][NH:5][CH2:6][C:7]1[C:12]([O:13][CH3:14])=[CH:11][CH:10]=[CH:9][C:8]=1[O:15][CH3:16].Br[C:22]#[N:23].Cl.[C:25]([OH:28])(=[O:27])[CH3:26], predict the reaction product. The product is: [C:25]([OH:28])(=[O:27])[CH3:26].[CH3:16][O:15][C:8]1[CH:9]=[CH:10][CH:11]=[C:12]([O:13][CH3:14])[C:7]=1[CH2:6][N:5]1[CH2:4][C:3]2[C:2](=[CH:20][CH:19]=[CH:18][CH:17]=2)[N:1]=[C:22]1[NH2:23]. (6) Given the reactants ClC1C(C[N:9]2[C:17](=[O:18])[C:16]3[C:11](=[CH:12][CH:13]=[CH:14][CH:15]=3)[C:10]2=[O:19])=NC=CN=1.[NH2:20]N.CO, predict the reaction product. The product is: [C:10]1(=[O:19])[C:11]2[C:16](=[CH:15][CH:14]=[CH:13][CH:12]=2)[C:17](=[O:18])[NH:9][NH:20]1.